Dataset: Retrosynthesis with 50K atom-mapped reactions and 10 reaction types from USPTO. Task: Predict the reactants needed to synthesize the given product. (1) Given the product COc1cc2ncc(C#N)c(Nc3cccc(CO)c3C)c2cc1OC, predict the reactants needed to synthesize it. The reactants are: COc1cc2ncc(C#N)c(Cl)c2cc1OC.Cc1c(N)cccc1CO. (2) Given the product COc1cc(C(=O)NS(=O)(=O)c2ccccc2C)ccc1Cc1cn(CCC(N)=O)c2ccc(C(=O)NCC3CCCC3)cc12, predict the reactants needed to synthesize it. The reactants are: COc1cc(C(=O)O)ccc1Cc1cn(CCC(N)=O)c2ccc(C(=O)NCC3CCCC3)cc12.Cc1ccccc1S(N)(=O)=O. (3) Given the product COC(=O)Nc1cn2cc(Sc3ccccc3)ccc2n1, predict the reactants needed to synthesize it. The reactants are: COC(=O)Cl.Nc1cn2cc(Sc3ccccc3)ccc2n1. (4) Given the product COc1ccccc1C(c1ccc(NC(=O)C2(c3ccc4c(c3)OCO4)CC2)nc1)N1CCN(CCO)CC1, predict the reactants needed to synthesize it. The reactants are: COc1ccccc1C(c1ccc(NC(=O)C2(c3ccc4c(c3)OCO4)CC2)nc1)N(C)C.OCCN1CCNCC1. (5) Given the product CN1CCC(OC(c2cccc(CO)c2)c2nc3ccccc3[nH]2)CC1, predict the reactants needed to synthesize it. The reactants are: CN1CCC(OC(c2cccc(C=O)c2)c2nc3ccccc3[nH]2)CC1. (6) Given the product Nc1ccc2c(Sc3ccccc3[N+](=O)[O-])cn(Cc3cc(F)cc(F)c3)c2c1, predict the reactants needed to synthesize it. The reactants are: CC(C)(C)OC(=O)Nc1ccc2c(Sc3ccccc3[N+](=O)[O-])cn(Cc3cc(F)cc(F)c3)c2c1.